This data is from Full USPTO retrosynthesis dataset with 1.9M reactions from patents (1976-2016). The task is: Predict the reactants needed to synthesize the given product. (1) Given the product [C:1]([O:5][C:6]([N:8]1[CH2:9][CH:10]2[CH:14]([CH2:13][N:12]([C:17]3[N:22]=[C:21]([CH3:23])[CH:20]=[C:19]([CH3:24])[N:18]=3)[CH2:11]2)[CH2:15]1)=[O:7])([CH3:4])([CH3:2])[CH3:3], predict the reactants needed to synthesize it. The reactants are: [C:1]([O:5][C:6]([N:8]1[CH2:15][CH:14]2[CH:10]([CH2:11][NH:12][CH2:13]2)[CH2:9]1)=[O:7])([CH3:4])([CH3:3])[CH3:2].Cl[C:17]1[N:22]=[C:21]([CH3:23])[CH:20]=[C:19]([CH3:24])[N:18]=1.C([O-])([O-])=O.[Cs+].[Cs+].CN(C=O)C. (2) The reactants are: I[C:2]1[S:3][CH:4]=[CH:5][C:6]=1[C:7]#[N:8].[Br:9][C:10]1[CH:15]=[CH:14][CH:13]=[CH:12][C:11]=1B(O)O.C(=O)([O-])[O-].[K+].[K+].C(COC)OC. Given the product [Br:9][C:10]1[CH:15]=[CH:14][C:13]([C:2]2[S:3][CH:4]=[CH:5][C:6]=2[C:7]#[N:8])=[CH:12][CH:11]=1, predict the reactants needed to synthesize it. (3) Given the product [OH:9][C@@H:10]1[CH2:11][CH2:12][C@H:13]([N:16]2[CH2:20][CH2:19][C@@:18]3([CH2:25][CH2:24][CH2:23][N:22]([C:28]4[N:35]=[CH:34][CH:33]=[CH:32][C:29]=4[C:30]#[N:31])[CH2:21]3)[C:17]2=[O:26])[CH2:14][CH2:15]1, predict the reactants needed to synthesize it. The reactants are: C([O:9][C@H:10]1[CH2:15][CH2:14][C@@H:13]([N:16]2[CH2:20][CH2:19][C@@:18]3([CH2:25][CH2:24][CH2:23][NH:22][CH2:21]3)[C:17]2=[O:26])[CH2:12][CH2:11]1)(=O)C1C=CC=CC=1.Cl[C:28]1[N:35]=[CH:34][CH:33]=[CH:32][C:29]=1[C:30]#[N:31].C(N(CC)C(C)C)(C)C.CN1CCCC1=O.[OH-].[Li+]. (4) Given the product [C:12]([C:11]1[CH:10]=[C:9]2[C:4]([CH2:5][CH2:6][CH2:7][N:8]2[C:14]2[C:18]3[CH2:19][N:20]([C:23]([NH:25][CH3:26])=[O:24])[CH2:21][CH2:22][C:17]=3[N:16]([CH:27]3[CH2:32][CH2:31][O:30][CH2:29][CH2:28]3)[N:15]=2)=[CH:3][C:2]=1[B:36]1[O:37][C:38]([CH3:40])([CH3:39])[C:34]([CH3:50])([CH3:33])[O:35]1)#[N:13], predict the reactants needed to synthesize it. The reactants are: Br[C:2]1[CH:3]=[C:4]2[C:9](=[CH:10][C:11]=1[C:12]#[N:13])[N:8]([C:14]1[C:18]3[CH2:19][N:20]([C:23]([NH:25][CH3:26])=[O:24])[CH2:21][CH2:22][C:17]=3[N:16]([CH:27]3[CH2:32][CH2:31][O:30][CH2:29][CH2:28]3)[N:15]=1)[CH2:7][CH2:6][CH2:5]2.[CH3:33][C:34]1([CH3:50])[C:38]([CH3:40])([CH3:39])[O:37][B:36]([B:36]2[O:37][C:38]([CH3:40])([CH3:39])[C:34]([CH3:50])([CH3:33])[O:35]2)[O:35]1.CC([O-])=O.[K+]. (5) Given the product [NH:8]1[CH2:13][CH2:12][O:11][C@@H:10]([C@:14]([C:27]2[CH:32]=[CH:31][CH:30]=[CH:29][CH:28]=2)([OH:26])[CH2:15][C:16]2[CH:21]=[CH:20][CH:19]=[CH:18][C:17]=2[C:22]([F:25])([F:23])[F:24])[CH2:9]1, predict the reactants needed to synthesize it. The reactants are: C([N:8]1[CH2:13][CH2:12][O:11][CH:10]([C:14]([C:27]2[CH:32]=[CH:31][CH:30]=[CH:29][CH:28]=2)([OH:26])[CH2:15][C:16]2[CH:21]=[CH:20][CH:19]=[CH:18][C:17]=2[C:22]([F:25])([F:24])[F:23])[CH2:9]1)C1C=CC=CC=1.C([O-])=O.[NH4+].